This data is from Catalyst prediction with 721,799 reactions and 888 catalyst types from USPTO. The task is: Predict which catalyst facilitates the given reaction. (1) Reactant: [S:1]1[C:5]2[CH:6]=[CH:7][C:8]([C:10]([O:12][CH3:13])=[O:11])=[CH:9][C:4]=2[CH:3]=[CH:2]1.[Br:14]Br. Product: [Br:14][C:3]1[C:4]2[CH:9]=[C:8]([C:10]([O:12][CH3:13])=[O:11])[CH:7]=[CH:6][C:5]=2[S:1][CH:2]=1. The catalyst class is: 342. (2) Reactant: C(=O)([O-])[O-].[K+].[K+].[C:7]1([CH2:13][CH2:14][CH2:15][NH2:16])[CH:12]=[CH:11][CH:10]=[CH:9][CH:8]=1.[CH:17]1[C:26]2[C:21](=[CH:22][CH:23]=[CH:24][CH:25]=2)[CH:20]=[CH:19][C:18]=1[O:27][CH2:28][CH2:29][CH2:30]Cl. Product: [C:7]1([CH2:13][CH2:14][CH2:15][NH:16][CH2:30][CH2:29][CH2:28][O:27][C:18]2[CH:19]=[CH:20][C:21]3[C:26](=[CH:25][CH:24]=[CH:23][CH:22]=3)[CH:17]=2)[CH:12]=[CH:11][CH:10]=[CH:9][CH:8]=1. The catalyst class is: 58. (3) Reactant: [CH:1]1([CH2:4][O:5][CH2:6][CH2:7][O:8][C:9]2[CH:14]=[CH:13][C:12]([OH:15])=[CH:11][CH:10]=2)[CH2:3][CH2:2]1.[CH2:16]([CH:18]1[O:20][CH2:19]1)Cl. Product: [CH:1]1([CH2:4][O:5][CH2:6][CH2:7][O:8][C:9]2[CH:14]=[CH:13][C:12]([O:15][CH2:16][CH:18]3[CH2:19][O:20]3)=[CH:11][CH:10]=2)[CH2:3][CH2:2]1. The catalyst class is: 74. (4) Reactant: [CH3:1][NH:2][C:3]1[S:4][C:5]([C:8]([F:11])([F:10])[F:9])=[CH:6][CH:7]=1.[N:12]([C:15]1[N:20]=[C:19]([O:21][CH2:22][C:23]([F:26])([F:25])[F:24])[CH:18]=[C:17]([O:27][CH2:28][C:29]([F:32])([F:31])[F:30])[N:16]=1)=[C:13]=[O:14].CCOC(C)=O. Product: [F:26][C:23]([F:24])([F:25])[CH2:22][O:21][C:19]1[CH:18]=[C:17]([O:27][CH2:28][C:29]([F:32])([F:31])[F:30])[N:16]=[C:15]([NH:12][C:13](=[O:14])[N:2]([CH3:1])[C:3]2[S:4][C:5]([C:8]([F:10])([F:9])[F:11])=[CH:6][CH:7]=2)[N:20]=1. The catalyst class is: 2. (5) Reactant: [CH2:1]([O:8][C:9]([NH:11][C:12]1[C:13]([C:25]([OH:27])=O)=[N:14][C:15]2[C:20]([CH:21]=1)=[CH:19][CH:18]=[C:17]([CH2:22][C:23]#[N:24])[CH:16]=2)=[O:10])[C:2]1[CH:7]=[CH:6][CH:5]=[CH:4][CH:3]=1.[NH2:28][C:29]1[CH:30]=[N:31][CH:32]=[CH:33][C:34]=1[N:35]1[CH2:40][CH2:39][CH2:38][C@H:37]([NH:41][C:42](=[O:51])[O:43][CH2:44][C:45]2[CH:50]=[CH:49][CH:48]=[CH:47][CH:46]=2)[CH2:36]1.CN(C(ON1N=NC2C=CC=NC1=2)=[N+](C)C)C.F[P-](F)(F)(F)(F)F.CCN(C(C)C)C(C)C. Product: [CH2:44]([O:43][C:42](=[O:51])[NH:41][C@H:37]1[CH2:38][CH2:39][CH2:40][N:35]([C:34]2[CH:33]=[CH:32][N:31]=[CH:30][C:29]=2[NH:28][C:25]([C:13]2[C:12]([NH:11][C:9]([O:8][CH2:1][C:2]3[CH:7]=[CH:6][CH:5]=[CH:4][CH:3]=3)=[O:10])=[CH:21][C:20]3[C:15](=[CH:16][C:17]([CH2:22][C:23]#[N:24])=[CH:18][CH:19]=3)[N:14]=2)=[O:27])[CH2:36]1)[C:45]1[CH:50]=[CH:49][CH:48]=[CH:47][CH:46]=1. The catalyst class is: 3.